This data is from Forward reaction prediction with 1.9M reactions from USPTO patents (1976-2016). The task is: Predict the product of the given reaction. Given the reactants [Br:1][C:2]1[CH:7]=[CH:6][C:5]([N:8]=[C:9]=[O:10])=[CH:4][C:3]=1[S:11]([F:16])([F:15])([F:14])([F:13])[F:12].[NH2:17][C:18]1[CH:34]=[CH:33][C:21]([O:22][C:23]2[CH:28]=[CH:27][N:26]=[C:25]([C:29]([NH:31][CH3:32])=[O:30])[CH:24]=2)=[CH:20][C:19]=1[F:35], predict the reaction product. The product is: [Br:1][C:2]1[CH:7]=[CH:6][C:5]([NH:8][C:9]([NH:17][C:18]2[CH:34]=[CH:33][C:21]([O:22][C:23]3[CH:28]=[CH:27][N:26]=[C:25]([C:29]([NH:31][CH3:32])=[O:30])[CH:24]=3)=[CH:20][C:19]=2[F:35])=[O:10])=[CH:4][C:3]=1[S:11]([F:16])([F:12])([F:13])([F:14])[F:15].